Dataset: Forward reaction prediction with 1.9M reactions from USPTO patents (1976-2016). Task: Predict the product of the given reaction. (1) Given the reactants O=[C:2]([CH2:8][C:9](=O)[C:10]1[CH:20]=[CH:19][C:13]2[O:14][CH2:15][C:16](=[O:18])[NH:17][C:12]=2[CH:11]=1)[C:3]([O:5][CH2:6][CH3:7])=[O:4].Cl.[F:23][C:24]1[CH:29]=[CH:28][C:27]([NH:30][NH2:31])=[CH:26][CH:25]=1, predict the reaction product. The product is: [F:23][C:24]1[CH:29]=[CH:28][C:27]([N:30]2[C:9]([C:10]3[CH:20]=[CH:19][C:13]4[O:14][CH2:15][C:16](=[O:18])[NH:17][C:12]=4[CH:11]=3)=[CH:8][C:2]([C:3]([O:5][CH2:6][CH3:7])=[O:4])=[N:31]2)=[CH:26][CH:25]=1. (2) Given the reactants C([N:8]1[CH2:12][C@@H:11]([C:13]2[CH:18]=[CH:17][C:16]([F:19])=[CH:15][C:14]=2[F:20])[C@H:10]([C:21]([O:23][CH3:24])=[O:22])[CH2:9]1)C1C=CC=CC=1.[H][H], predict the reaction product. The product is: [F:20][C:14]1[CH:15]=[C:16]([F:19])[CH:17]=[CH:18][C:13]=1[C@@H:11]1[CH2:12][NH:8][CH2:9][C@H:10]1[C:21]([O:23][CH3:24])=[O:22]. (3) Given the reactants [C:1]1([C:7]#[CH:8])[CH:6]=[CH:5][CH:4]=[CH:3][CH:2]=1.Br[C:10]1[CH:15]=[C:14]([CH3:16])[CH:13]=[CH:12][N:11]=1.O, predict the reaction product. The product is: [CH3:16][C:14]1[CH:13]=[CH:12][N:11]=[C:10]([C:8]#[C:7][C:1]2[CH:6]=[CH:5][CH:4]=[CH:3][CH:2]=2)[CH:15]=1.